Dataset: Reaction yield outcomes from USPTO patents with 853,638 reactions. Task: Predict the reaction yield, written as a fraction of the theoretical maximum amount of product (1.0 means a 100% yield; for example, 0.34 means a 34% yield). The reactants are [F:1][C:2]1[CH:7]=[CH:6][C:5]([C@H:8]2[CH2:13][N:12]([CH2:14][C:15]3[CH:20]=[CH:19][CH:18]=[CH:17][CH:16]=3)[C:11](=O)[CH2:10][O:9]2)=[CH:4][CH:3]=1.[H-].[Al+3].[Li+].[H-].[H-].[H-]. The catalyst is O1CCCC1. The product is [F:1][C:2]1[CH:3]=[CH:4][C:5]([C@@H:8]2[O:9][CH2:10][CH2:11][N:12]([CH2:14][C:15]3[CH:16]=[CH:17][CH:18]=[CH:19][CH:20]=3)[CH2:13]2)=[CH:6][CH:7]=1. The yield is 0.980.